This data is from Forward reaction prediction with 1.9M reactions from USPTO patents (1976-2016). The task is: Predict the product of the given reaction. (1) Given the reactants [NH2:1][CH2:2][C@@H:3]([C:12]([OH:14])=[O:13])[NH:4][C:5]([O:7][C:8]([CH3:11])([CH3:10])[CH3:9])=[O:6].[OH-].[K+].C(=O)([O-])[O-].[K+].[K+].Cl[C:24]([O:26][CH2:27][C:28]1[CH:33]=[CH:32][CH:31]=[CH:30][CH:29]=1)=[O:25], predict the reaction product. The product is: [CH2:27]([O:26][C:24]([NH:1][CH2:2][C@@H:3]([C:12]([OH:14])=[O:13])[NH:4][C:5]([O:7][C:8]([CH3:9])([CH3:10])[CH3:11])=[O:6])=[O:25])[C:28]1[CH:33]=[CH:32][CH:31]=[CH:30][CH:29]=1. (2) Given the reactants [NH2:1][C@@H:2]([CH:5]([CH3:7])[CH3:6])[CH2:3][OH:4].C(N(C(C)C)CC)(C)C.[C:17]([CH:21]1[CH2:30][CH2:29][C:28]2[N:27]=[C:26]3[S:31][C:32]([C:34](Cl)=[O:35])=[CH:33][C:25]3=[CH:24][C:23]=2[CH2:22]1)([CH3:20])([CH3:19])[CH3:18], predict the reaction product. The product is: [OH:4][CH2:3][C@@H:2]([NH:1][C:34]([C:32]1[S:31][C:26]2=[N:27][C:28]3[CH2:29][CH2:30][CH:21]([C:17]([CH3:19])([CH3:18])[CH3:20])[CH2:22][C:23]=3[CH:24]=[C:25]2[CH:33]=1)=[O:35])[CH:5]([CH3:7])[CH3:6]. (3) Given the reactants [CH2:1]([O:8][C:9]([N:11]1[CH2:16][CH2:15][N:14]([CH2:17][CH2:18][CH2:19][CH2:20][C:21]([OH:23])=O)[C:13](=[O:24])[C@@H:12]1[CH3:25])=[O:10])[C:2]1[CH:7]=[CH:6][CH:5]=[CH:4][CH:3]=1.[CH2:26]1[C:28]2([CH2:33][CH2:32][NH:31][CH2:30][C@H:29]2[OH:34])[CH2:27]1.[Cl:35]CCl.CO, predict the reaction product. The product is: [ClH:35].[CH2:1]([O:8][C:9]([N:11]1[CH2:16][CH2:15][N:14]([CH2:17][CH2:18][CH2:19][CH2:20][C:21]([N:31]2[CH2:32][CH2:33][C:28]3([CH2:26][CH2:27]3)[C@H:29]([OH:34])[CH2:30]2)=[O:23])[C:13](=[O:24])[C@@H:12]1[CH3:25])=[O:10])[C:2]1[CH:3]=[CH:4][CH:5]=[CH:6][CH:7]=1. (4) Given the reactants [Br:1][C:2]1[CH:3]=[CH:4][C:5]([N:15]2[CH2:24][C:23]([CH3:26])([CH3:25])[C:22]3[C:17](=[C:18]([C:27]([O:29]C)=[O:28])[CH:19]=[CH:20][CH:21]=3)[CH2:16]2)=[N:6][C:7]=1[C:8]([O:10][C:11]([CH3:14])([CH3:13])[CH3:12])=[O:9].[Li+].[OH-].Cl, predict the reaction product. The product is: [Br:1][C:2]1[CH:3]=[CH:4][C:5]([N:15]2[CH2:24][C:23]([CH3:26])([CH3:25])[C:22]3[C:17](=[C:18]([C:27]([OH:29])=[O:28])[CH:19]=[CH:20][CH:21]=3)[CH2:16]2)=[N:6][C:7]=1[C:8]([O:10][C:11]([CH3:14])([CH3:13])[CH3:12])=[O:9]. (5) Given the reactants [CH3:1][CH:2]([C:4]([O:6][C:7]1[CH:8]=[CH:9][C:10]([CH2:29][OH:30])=[CH:11][C:12]=1[C@@H:13]([C:23]1[CH:24]=[CH:25][CH:26]=[CH:27][CH:28]=1)[CH2:14][CH2:15][N:16]([CH:20]([CH3:22])[CH3:21])[CH:17]([CH3:19])[CH3:18])=[O:5])[CH3:3].ClC1C=CC=CC=1C(O)C([O-])=O.[OH-].[Na+].[C:45]([OH:52])(=[O:51])/[CH:46]=[CH:47]/[C:48]([OH:50])=[O:49], predict the reaction product. The product is: [CH3:3][CH:2]([C:4]([O:6][C:7]1[CH:8]=[CH:9][C:10]([CH2:29][OH:30])=[CH:11][C:12]=1[C@@H:13]([C:23]1[CH:28]=[CH:27][CH:26]=[CH:25][CH:24]=1)[CH2:14][CH2:15][N:16]([CH:20]([CH3:21])[CH3:22])[CH:17]([CH3:18])[CH3:19])=[O:5])[CH3:1].[CH:46](/[C:45]([OH:52])=[O:51])=[CH:47]\[C:48]([OH:50])=[O:49]. (6) Given the reactants [Cl:1][C:2]1[CH:7]=[CH:6][C:5]([C:8]2[C:9](/[CH:16]=[CH:17]/[C:18]([O:20][CH2:21][CH3:22])=[O:19])=[N:10][O:11][C:12]=2[CH:13]([CH3:15])[CH3:14])=[C:4]([C:23](=[O:34])[C:24]2[CH:29]=[CH:28][CH:27]=[C:26]([O:30][CH3:31])[C:25]=2[O:32][CH3:33])[CH:3]=1.[H-].C(O[Al](OC(C)(C)C)OC(C)(C)C)(C)(C)C.[Li+].Cl.O, predict the reaction product. The product is: [CH2:21]([O:20][C:18](=[O:19])[CH2:17][CH:16]1[C:9]2=[N:10][O:11][C:12]([CH:13]([CH3:14])[CH3:15])=[C:8]2[C:5]2[CH:6]=[CH:7][C:2]([Cl:1])=[CH:3][C:4]=2[CH:23]([C:24]2[CH:29]=[CH:28][CH:27]=[C:26]([O:30][CH3:31])[C:25]=2[O:32][CH3:33])[O:34]1)[CH3:22]. (7) Given the reactants Cl[C:2]1[C:11]2[C:6](=[C:7]([N+:12]([O-:14])=[O:13])[CH:8]=[CH:9][CH:10]=2)[N:5]=[CH:4][CH:3]=1.[F:15][C:16]1[CH:21]=[CH:20][C:19]([OH:22])=[CH:18][C:17]=1[C:23]([F:26])([F:25])[F:24].C([O-])([O-])=O.[K+].[K+], predict the reaction product. The product is: [F:15][C:16]1[CH:21]=[CH:20][C:19]([O:22][C:2]2[C:11]3[C:6](=[C:7]([N+:12]([O-:14])=[O:13])[CH:8]=[CH:9][CH:10]=3)[N:5]=[CH:4][CH:3]=2)=[CH:18][C:17]=1[C:23]([F:24])([F:25])[F:26]. (8) Given the reactants [Cl:1][C:2]1[CH:3]=[CH:4][C:5]2[C:11](=O)[C:10](=[CH:13]N(C)C)[CH2:9][C:8](=[O:17])[NH:7][C:6]=2[CH:18]=1.[N+]([O-])(O)=O.[I:23][C:24]1[CH:25]=[C:26]([NH:30][C:31]([NH2:33])=[NH:32])[CH:27]=[CH:28][CH:29]=1, predict the reaction product. The product is: [Cl:1][C:2]1[CH:3]=[CH:4][C:5]2[C:11]3[N:32]=[C:31]([NH:30][C:26]4[CH:27]=[CH:28][CH:29]=[C:24]([I:23])[CH:25]=4)[N:33]=[CH:13][C:10]=3[CH2:9][C:8](=[O:17])[NH:7][C:6]=2[CH:18]=1.